From a dataset of Reaction yield outcomes from USPTO patents with 853,638 reactions. Predict the reaction yield, written as a fraction of the theoretical maximum amount of product (1.0 means a 100% yield; for example, 0.34 means a 34% yield). (1) The yield is 0.270. The catalyst is ClCCl. The reactants are [CH:1]1([NH2:7])[CH2:6][CH2:5][CH2:4][CH2:3][CH2:2]1.C(N(CC)CC)C.[N:15]1[O:16][N:17]=[C:18]2[CH:23]=[C:22]([C:24](Cl)=[O:25])[CH:21]=[CH:20][C:19]=12. The product is [CH:1]1([NH:7][C:24]([C:22]2[CH:21]=[CH:20][C:19]3=[N:15][O:16][N:17]=[C:18]3[CH:23]=2)=[O:25])[CH2:6][CH2:5][CH2:4][CH2:3][CH2:2]1. (2) The reactants are [CH:1]1([C:7]([C:9](=[CH:14]N(C)C)[C:10]([O:12][CH3:13])=[O:11])=O)[CH2:6][CH2:5][CH2:4][CH2:3][CH2:2]1.Br.[O:19]1[CH2:24][CH2:23][N:22]([C:25]([NH2:27])=[NH:26])[CH2:21][CH2:20]1.C[O-].[Na+]. The catalyst is CO. The product is [CH:1]1([C:7]2[C:9]([C:10]([O:12][CH3:13])=[O:11])=[CH:14][N:27]=[C:25]([N:22]3[CH2:23][CH2:24][O:19][CH2:20][CH2:21]3)[N:26]=2)[CH2:6][CH2:5][CH2:4][CH2:3][CH2:2]1. The yield is 0.780. (3) The reactants are [CH3:1][O:2][C:3]1[C:8]([O:9][CH3:10])=[C:7]([O:11][CH3:12])[CH:6]=[C:5]([CH3:13])[C:4]=1[CH:14]([C:16]1[C:21]([Cl:22])=[CH:20][N:19]=[C:18]([Cl:23])[C:17]=1[C:24]([F:27])([F:26])[F:25])[OH:15]. The catalyst is C1(C)C=CC=CC=1.[O-2].[O-2].[Mn+4]. The product is [CH3:1][O:2][C:3]1[C:8]([O:9][CH3:10])=[C:7]([O:11][CH3:12])[CH:6]=[C:5]([CH3:13])[C:4]=1[C:14]([C:16]1[C:21]([Cl:22])=[CH:20][N:19]=[C:18]([Cl:23])[C:17]=1[C:24]([F:27])([F:26])[F:25])=[O:15]. The yield is 0.890. (4) The reactants are [CH3:1][O:2][C:3]1[CH:4]=[C:5]([CH2:20][C:21]([OH:23])=[O:22])[CH:6]=[CH:7][C:8]=1[NH:9][C:10]([NH:12][C:13]1[CH:18]=[CH:17][CH:16]=[CH:15][C:14]=1[CH3:19])=[O:11].CCN(CC)CC.FC(F)(F)C(O[C:36]1[C:41]([F:42])=[C:40]([F:43])[C:39]([F:44])=[C:38]([F:45])[C:37]=1[F:46])=O.O. The catalyst is CN(C=O)C. The product is [CH3:1][O:2][C:3]1[CH:4]=[C:5]([CH2:20][C:21]([O:23][C:36]2[C:37]([F:46])=[C:38]([F:45])[C:39]([F:44])=[C:40]([F:43])[C:41]=2[F:42])=[O:22])[CH:6]=[CH:7][C:8]=1[NH:9][C:10]([NH:12][C:13]1[CH:18]=[CH:17][CH:16]=[CH:15][C:14]=1[CH3:19])=[O:11]. The yield is 0.960.